Dataset: Experimentally validated miRNA-target interactions with 360,000+ pairs, plus equal number of negative samples. Task: Binary Classification. Given a miRNA mature sequence and a target amino acid sequence, predict their likelihood of interaction. (1) The miRNA is hsa-miR-32-5p with sequence UAUUGCACAUUACUAAGUUGCA. The protein sequence of the target gene is MYFSQEEWELLDPTQKALYNDVMQENYETVISLALFVLPKPKVISCLEQGEEPWVQVSPEFKDSAGKSPTGLKLKNDTENHQPVSLSDLEIQASAGVISKKAKVKVPQKTAGKENHFDMHRVGKWHQDFPVKKRKKLSTWKQELLKLMDRHKKDCAREKPFKCQECGKTFRVSSDLIKHQRIHTEEKPYKCQQCDKRFRWSSDLNKHLTTHQGIKPYKCSWCGKSFSQNTNLHTHQRTHTGEKPFTCHECGKKFSQNSHLIKHRRTHTGEQPYTCSICRRNFSRRSSLLRHQKLHL. Result: 1 (interaction). (2) The miRNA is rno-miR-134-5p with sequence UGUGACUGGUUGACCAGAGGGG. The protein sequence of the target gene is MAGGEAGVTLGQPHLSRQDLATLDVTKLTPLSREIISRQATINIGTIGHVAHGKSTVVKAISGVHTVRFKNELERNITIKLGYANAKIYKLDDSSCPRPECYRSCGSSTPDEFPSDIPGTKGNFRLVRHVSFVDCPGHDILMATMLNGAAVMDAALLLIAGNESCPQPQTSEHLAAIEIMKLKHILILQNKIDLVKESQAKEQYEQILAFVQGTVAEGAPIIPISAQLKYNIEVVCEYIVKKIPVPLRDFTSEPRLIVIRSFDVNKPGCEVDDLKGGVAGGSILKGVLKVGQEIEVRPGI.... Result: 0 (no interaction). (3) The miRNA is mmu-miR-883b-5p with sequence UACUGAGAAUGGGUAGCAGUCA. The protein sequence of the target gene is MADAGEGEDEIQFLRTDDEVVLQCTATIHKEQQKLCLAAEGFGNRLCFLESTSNSKNVPPDLSICTFVLEQSLSVRALQEMLANTVEKSEGQVDVEKWKFMMKTAQGGGHRTLLYGHAILLRHSYSGMYLCCLSTSRSSTDKLAFDVGLQEDTTGEACWWTIHPASKQRSEGEKVRVGDDLILVSVSSERYLHLSYGNSSWHVDAAFQQTLWSVAPISSGSEAAQGYLIGGDVLRLLHGHMDECLTVPSGEHGEEQRRTVHYEGGAVSVHARSLWRLETLRVAWSGSHIRWGQPFRLRHV.... Result: 1 (interaction). (4) The miRNA is hsa-miR-3662 with sequence GAAAAUGAUGAGUAGUGACUGAUG. The protein sequence of the target gene is MNQEDLDPDSTTDVGDVTNTEEELIRECEEMWKDMEECQNKLSLIGTETLTDSNAQLSLLIMQVKCLTAELSQWQKKTPETIPLTEDVLITLGKEEFQKLRQDLEMVLSTKESKNEKLKEDLEREQRWLDEQQQIMESLNVLHSELKNKVETFSESRIFNELKTKMLNIKEYKEKLLSTLGEFLEDHFPLPDRSVKKKKKNIQESSVNLITLHEMLEILINRLFDVPHDPYVKISDSFWPPYVELLLRNGIALRHPEDPTRIRLEAFHQ. Result: 1 (interaction). (5) The miRNA is rno-miR-30c-1-3p with sequence CUGGGAGAGGGUUGUUUACUCC. The protein sequence of the target gene is MAEKFESLMNIHGFDLGSRYMDLKPLGCGGNGLVFSAVDNDCDKRVAIKKIVLTDPQSVKHALREIKIIRRLDHDNIVKVFEILGPSGSQLTDDVGSLTELNSVYIVQEYMETDLANVLEQGPLLEEHARLFMYQLLRGLKYIHSANVLHRDLKPANLFINTEDLVLKIGDFGLARIMDPHYSHKGHLSEGLVTKWYRSPRLLLSPNNYTKAIDMWAAGCIFAEMLTGKTLFAGAHELEQMQLILDSIPVVHEEDRQELLSVIPVYIRNDMTEPHRPLTQLLPGISREALDFLEQILTFS.... Result: 0 (no interaction).